From a dataset of Forward reaction prediction with 1.9M reactions from USPTO patents (1976-2016). Predict the product of the given reaction. (1) Given the reactants [CH3:1][N:2]([CH3:29])[C:3]1[CH:28]=[CH:27][C:6]([C:7]([C:9]2[CH:10]=[C:11]3[C:16](=[CH:17][CH:18]=2)[CH:15]=[C:14]([NH:19]C(=O)OC(C)(C)C)[CH:13]=[CH:12]3)=[O:8])=[CH:5][CH:4]=1, predict the reaction product. The product is: [NH2:19][C:14]1[CH:15]=[C:16]2[C:11](=[CH:12][CH:13]=1)[CH:10]=[C:9]([C:7]([C:6]1[CH:27]=[CH:28][C:3]([N:2]([CH3:29])[CH3:1])=[CH:4][CH:5]=1)=[O:8])[CH:18]=[CH:17]2. (2) Given the reactants [N-:1]=[N+:2]=[N-:3].[Na+].[CH2:5]([O:12][CH:13]1[CH2:18][CH2:17][C:16](=O)[CH2:15][CH2:14]1)[C:6]1[CH:11]=[CH:10][CH:9]=[CH:8][CH:7]=1.[Si](Cl)(Cl)(Cl)Cl.C(=O)([O-])[O-].[Na+].[Na+].C.C(#[N:34])C, predict the reaction product. The product is: [CH2:5]([O:12][CH:13]1[CH2:18][CH2:17][N:1]2[N:2]=[N:3][N:34]=[C:16]2[CH2:15][CH2:14]1)[C:6]1[CH:11]=[CH:10][CH:9]=[CH:8][CH:7]=1. (3) Given the reactants [N+:1]([C:4]1[CH:15]=[CH:14][C:7]([CH2:8][C@@H:9]([C:11]([OH:13])=[O:12])[NH2:10])=[CH:6][CH:5]=1)([O-:3])=[O:2].S(Cl)([Cl:18])=O.[CH2:20](O)[CH3:21], predict the reaction product. The product is: [ClH:18].[CH2:20]([O:12][C:11](=[O:13])[C@H:9]([CH2:8][C:7]1[CH:6]=[CH:5][C:4]([N+:1]([O-:3])=[O:2])=[CH:15][CH:14]=1)[NH2:10])[CH3:21]. (4) Given the reactants [N-:1]=[C:2]=[S:3].[Br:4][C:5]1[CH:6]=[CH:7][CH:8]=[CH:9][CH:10]=1.[CH2:11]([O:13][C:14]1[CH:15]=[C:16]([C:20]([NH:22][NH2:23])=O)[CH:17]=[CH:18][CH:19]=1)[CH3:12], predict the reaction product. The product is: [Br:4][C:5]1[CH:10]=[C:9]([NH:1][C:2]2[S:3][C:20]([C:16]3[CH:17]=[CH:18][CH:19]=[C:14]([O:13][CH2:11][CH3:12])[CH:15]=3)=[N:22][N:23]=2)[CH:8]=[CH:7][CH:6]=1.